From a dataset of Reaction yield outcomes from USPTO patents with 853,638 reactions. Predict the reaction yield, written as a fraction of the theoretical maximum amount of product (1.0 means a 100% yield; for example, 0.34 means a 34% yield). (1) The reactants are [C:1]1([C:7]2[N:11]=[C:10]([NH2:12])[O:9][N:8]=2)[CH:6]=[CH:5][CH:4]=[CH:3][CH:2]=1.[C:13](Cl)(=[O:20])[C:14]1[CH:19]=[CH:18][CH:17]=[CH:16][CH:15]=1. The catalyst is N1C=CC=CC=1. The product is [C:1]1([C:7]2[N:11]=[C:10]([NH:12][C:13](=[O:20])[C:14]3[CH:19]=[CH:18][CH:17]=[CH:16][CH:15]=3)[O:9][N:8]=2)[CH:2]=[CH:3][CH:4]=[CH:5][CH:6]=1. The yield is 0.155. (2) The reactants are Br.C[O:3][C:4]1[CH:5]=[C:6]([C:10]2[CH:11]=[CH:12][C:13]3[C:17]([C:18]4[CH:19]=[N:20][CH:21]=[CH:22][CH:23]=4)=[CH:16][S:15][C:14]=3[CH:24]=2)[CH:7]=[CH:8][CH:9]=1.[OH-].[Na+].C(=O)(O)[O-].[Na+]. No catalyst specified. The product is [N:20]1[CH:21]=[CH:22][CH:23]=[C:18]([C:17]2[C:13]3[CH:12]=[CH:11][C:10]([C:6]4[CH:5]=[C:4]([OH:3])[CH:9]=[CH:8][CH:7]=4)=[CH:24][C:14]=3[S:15][CH:16]=2)[CH:19]=1. The yield is 0.780.